This data is from Reaction yield outcomes from USPTO patents with 853,638 reactions. The task is: Predict the reaction yield, written as a fraction of the theoretical maximum amount of product (1.0 means a 100% yield; for example, 0.34 means a 34% yield). (1) The reactants are [S:1]1[C:5]2[CH:6]=[CH:7][CH:8]=[CH:9][C:4]=2[CH:3]=[C:2]1[C:10]([OH:12])=O.[NH2:13][CH2:14][CH2:15][CH2:16][OH:17]. No catalyst specified. The product is [OH:17][CH2:16][CH2:15][CH2:14][NH:13][C:10]([C:2]1[S:1][C:5]2[CH:6]=[CH:7][CH:8]=[CH:9][C:4]=2[CH:3]=1)=[O:12]. The yield is 0.523. (2) The catalyst is C(NC(C)C)(C)C.Cl[Pd](Cl)([P](C1C=CC=CC=1)(C1C=CC=CC=1)C1C=CC=CC=1)[P](C1C=CC=CC=1)(C1C=CC=CC=1)C1C=CC=CC=1.[Cu]I. The product is [CH3:1][C:2]1([CH3:20])[CH2:18][C:6]2[C:7]([C:16]#[C:17][C:22]3[CH:27]=[CH:26][C:25]([OH:28])=[CH:24][CH:23]=3)=[C:8]([N:10]3[CH2:15][CH2:14][O:13][CH2:12][CH2:11]3)[S:9][C:5]=2[C:4](=[O:19])[CH2:3]1. The reactants are [CH3:1][C:2]1([CH3:20])[CH2:18][C:6]2[C:7]([C:16]#[CH:17])=[C:8]([N:10]3[CH2:15][CH2:14][O:13][CH2:12][CH2:11]3)[S:9][C:5]=2[C:4](=[O:19])[CH2:3]1.I[C:22]1[CH:27]=[CH:26][C:25]([OH:28])=[CH:24][CH:23]=1. The yield is 0.850. (3) The reactants are Br[CH2:2][CH2:3][CH2:4][CH2:5][O:6][CH2:7][C:8]1[CH:13]=[CH:12][CH:11]=[CH:10][CH:9]=1.[CH3:14][C:15]1[CH:16]=[C:17]([OH:33])[CH:18]=[C:19]([CH3:32])[C:20]=1[N:21]=[N:22][C:23]1[CH:28]=[CH:27][C:26]([N+:29]([O-:31])=[O:30])=[CH:25][CH:24]=1.C([O-])([O-])=O.[K+].[K+].O. The catalyst is CS(C)=O. The product is [CH2:7]([O:6][CH2:5][CH2:4][CH2:3][CH2:2][O:33][C:17]1[CH:18]=[C:19]([CH3:32])[C:20]([N:21]=[N:22][C:23]2[CH:24]=[CH:25][C:26]([N+:29]([O-:31])=[O:30])=[CH:27][CH:28]=2)=[C:15]([CH3:14])[CH:16]=1)[C:8]1[CH:13]=[CH:12][CH:11]=[CH:10][CH:9]=1. The yield is 0.630.